From a dataset of Forward reaction prediction with 1.9M reactions from USPTO patents (1976-2016). Predict the product of the given reaction. Given the reactants C([O:5][N:6]=[C:7]1[C:16]2[C:11](=[CH:12][CH:13]=[C:14]([OH:17])[CH:15]=2)[O:10][C:9]([C:18]2[N:23]=[CH:22][C:21]3[CH:24]=[CH:25][S:26][C:20]=3[CH:19]=2)=[CH:8]1)(C)(C)C.Cl.[Cl:28][CH2:29][CH2:30][N:31]1[CH:35]=[CH:34][N:33]=[CH:32]1, predict the reaction product. The product is: [ClH:28].[N:31]1([CH2:30][CH2:29][O:17][C:14]2[CH:15]=[C:16]3[C:11](=[CH:12][CH:13]=2)[O:10][C:9]([C:18]2[N:23]=[CH:22][C:21]4[CH:24]=[CH:25][S:26][C:20]=4[CH:19]=2)=[CH:8][C:7]3=[N:6][OH:5])[CH:35]=[CH:34][N:33]=[CH:32]1.